Predict the product of the given reaction. From a dataset of Forward reaction prediction with 1.9M reactions from USPTO patents (1976-2016). Given the reactants [NH2:1][C:2]1[C:7]2=[CH:8][CH:9]=[C:10]([C:11]3[N:16]([C:17]([O:19]CC4C=CC=CC=4)=[O:18])[CH2:15][CH2:14][CH2:13][CH:12]=3)[N:6]2[N:5]=[CH:4][N:3]=1.[OH-].[Na+].C(=O)(O[C:31]([CH3:34])([CH3:33])[CH3:32])O[C:31]([CH3:34])([CH3:33])[CH3:32], predict the reaction product. The product is: [NH2:1][C:2]1[C:7]2=[CH:8][CH:9]=[C:10]([CH:11]3[CH2:12][CH2:13][CH2:14][CH2:15][N:16]3[C:17]([O:19][C:31]([CH3:34])([CH3:33])[CH3:32])=[O:18])[N:6]2[N:5]=[CH:4][N:3]=1.